From a dataset of Reaction yield outcomes from USPTO patents with 853,638 reactions. Predict the reaction yield, written as a fraction of the theoretical maximum amount of product (1.0 means a 100% yield; for example, 0.34 means a 34% yield). The reactants are [Cl:1][C:2]1[C:3]([N+:10]([O-])=O)=[CH:4][C:5]([CH3:9])=[C:6]([CH:8]=1)[NH2:7].[N:13]([O-])=O.[Na+].Cl[Sn]Cl.[OH-].[Na+]. The catalyst is CC(O)=O.O.Cl. The product is [Cl:1][C:2]1[CH:8]=[C:6]2[C:5]([CH:9]=[N:13][NH:7]2)=[CH:4][C:3]=1[NH2:10]. The yield is 0.190.